This data is from Forward reaction prediction with 1.9M reactions from USPTO patents (1976-2016). The task is: Predict the product of the given reaction. (1) Given the reactants [C:1](Cl)(=[O:8])[C:2]1[CH:7]=[CH:6][CH:5]=[CH:4][CH:3]=1.[OH:10][C:11]1[CH:19]=[CH:18][C:14]([C:15]([OH:17])=[O:16])=[CH:13][CH:12]=1.[OH-].[Na+].Cl, predict the reaction product. The product is: [C:1]([O:10][C:11]1[CH:19]=[CH:18][C:14]([C:15]([OH:17])=[O:16])=[CH:13][CH:12]=1)(=[O:8])[C:2]1[CH:7]=[CH:6][CH:5]=[CH:4][CH:3]=1. (2) Given the reactants [CH3:1][O:2][C:3](=[O:31])[NH:4][CH:5]([C:9]([N:11]1[CH:18]([C:19]2[NH:20][C:21]([C:24]3[CH:29]=[CH:28][C:27](Br)=[CH:26][CH:25]=3)=[CH:22][N:23]=2)[CH2:17][C:13]2([CH2:16][CH2:15][CH2:14]2)[O:12]1)=[O:10])[CH:6]([CH3:8])[CH3:7].[B:32]1([B:32]2[O:36][C:35]([CH3:38])([CH3:37])[C:34]([CH3:40])([CH3:39])[O:33]2)[O:36][C:35]([CH3:38])([CH3:37])[C:34]([CH3:40])([CH3:39])[O:33]1.C([O-])(=O)C.[K+], predict the reaction product. The product is: [CH3:1][O:2][C:3](=[O:31])[NH:4][CH:5]([C:9]([N:11]1[CH:18]([C:19]2[NH:20][C:21]([C:24]3[CH:29]=[CH:28][C:27]([B:32]4[O:36][C:35]([CH3:38])([CH3:37])[C:34]([CH3:40])([CH3:39])[O:33]4)=[CH:26][CH:25]=3)=[CH:22][N:23]=2)[CH2:17][C:13]2([CH2:16][CH2:15][CH2:14]2)[O:12]1)=[O:10])[CH:6]([CH3:8])[CH3:7]. (3) Given the reactants [NH2:1][C:2]1[CH:3]=[C:4]([C:8]2[CH:9]=[C:10]([N:14]3[C:19](=[O:20])[C:18]([CH2:21][C:22]4[CH:23]=[N:24][CH:25]=[CH:26][CH:27]=4)=[N:17][C:16]4[CH:28]=[CH:29][CH:30]=[N:31][C:15]3=4)[CH:11]=[CH:12][CH:13]=2)[CH:5]=[CH:6][CH:7]=1.[C:32]1(=[O:42])[O:37][C:35](=[O:36])[C:34]2=[CH:38][CH:39]=[CH:40][CH:41]=[C:33]12, predict the reaction product. The product is: [C:35]([C:34]1[CH:38]=[CH:39][CH:40]=[CH:41][C:33]=1[C:32]([NH:1][C:2]1[CH:3]=[C:4]([C:8]2[CH:9]=[C:10]([N:14]3[C:19](=[O:20])[C:18]([CH2:21][C:22]4[CH:23]=[N:24][CH:25]=[CH:26][CH:27]=4)=[N:17][C:16]4[CH:28]=[CH:29][CH:30]=[N:31][C:15]3=4)[CH:11]=[CH:12][CH:13]=2)[CH:5]=[CH:6][CH:7]=1)=[O:42])([OH:37])=[O:36]. (4) The product is: [CH3:1][O:2][C:3]1[CH:4]=[C:5]2[C:10](=[CH:11][C:12]=1[O:13][CH3:14])[N:9]=[C:8]([C:15]1[CH:16]=[C:17]([O:25][CH3:26])[C:18]([O:23][CH3:24])=[C:19]([O:21][CH3:22])[CH:20]=1)[N:7]=[C:6]2[C:27]([N:36]1[CH2:35][CH2:34][C:33]2[C:38](=[CH:39][CH:40]=[C:41]([O:42][CH3:43])[C:32]=2[OH:31])[CH2:37]1)=[O:29]. Given the reactants [CH3:1][O:2][C:3]1[CH:4]=[C:5]2[C:10](=[CH:11][C:12]=1[O:13][CH3:14])[N:9]=[C:8]([C:15]1[CH:20]=[C:19]([O:21][CH3:22])[C:18]([O:23][CH3:24])=[C:17]([O:25][CH3:26])[CH:16]=1)[N:7]=[C:6]2[C:27]([OH:29])=O.Cl.[OH:31][C:32]1[C:41]([O:42][CH3:43])=[CH:40][CH:39]=[C:38]2[C:33]=1[CH2:34][CH2:35][NH:36][CH2:37]2, predict the reaction product. (5) Given the reactants [CH3:1][O:2][C:3]1[CH:29]=[CH:28][C:6]([CH2:7][N:8]2[C:12]([C:13]3[CH:18]=[CH:17][C:16]([C:19]4[C:27]5[C:22](=[CH:23][CH:24]=[CH:25][CH:26]=5)[NH:21][N:20]=4)=[CH:15][CH:14]=3)=[N:11][N:10]=[N:9]2)=[CH:5][CH:4]=1.CC([O-])(C)C.[K+].[Cl:36][C:37]1[CH:45]=[CH:44][CH:43]=[C:42]([Cl:46])[C:38]=1[C:39](Cl)=[O:40], predict the reaction product. The product is: [Cl:36][C:37]1[CH:45]=[CH:44][CH:43]=[C:42]([Cl:46])[C:38]=1[C:39]([N:21]1[C:22]2[C:27](=[CH:26][CH:25]=[CH:24][CH:23]=2)[C:19]([C:16]2[CH:15]=[CH:14][C:13]([C:12]3[N:8]([CH2:7][C:6]4[CH:5]=[CH:4][C:3]([O:2][CH3:1])=[CH:29][CH:28]=4)[N:9]=[N:10][N:11]=3)=[CH:18][CH:17]=2)=[N:20]1)=[O:40]. (6) Given the reactants [CH3:1][O:2][C:3](=[O:35])[O:4][CH2:5][CH2:6][O:7][C:8]1[CH:13]=[C:12]([O:14][CH3:15])[CH:11]=[C:10]([C:16](=[N:25][C:26]2[CH:31]=[CH:30][C:29]([C:32]#[N:33])=[CH:28][CH:27]=2)[C:17](=[N:20][C:21]([O:23]C)=O)SC)[C:9]=1[F:34].[N:36]1[CH:41]=[CH:40][CH:39]=[N:38][C:37]=1[NH:42][NH2:43].C(N(CC)CC)C, predict the reaction product. The product is: [CH3:1][O:2][C:3](=[O:35])[O:4][CH2:5][CH2:6][O:7][C:8]1[CH:13]=[C:12]([O:14][CH3:15])[CH:11]=[C:10]([C:16](=[N:25][C:26]2[CH:27]=[CH:28][C:29]([C:32]#[N:33])=[CH:30][CH:31]=2)[C:17]2[NH:20][C:21](=[O:23])[N:42]([C:37]3[N:38]=[CH:39][CH:40]=[CH:41][N:36]=3)[N:43]=2)[C:9]=1[F:34]. (7) Given the reactants [CH3:1][O:2][C:3]1[C:11]2[O:10][CH2:9][O:8][C:7]=2[CH:6]=[CH:5][CH:4]=1.[N+:12]([O-])([OH:14])=[O:13], predict the reaction product. The product is: [CH3:1][O:2][C:3]1[C:11]2[O:10][CH2:9][O:8][C:7]=2[CH:6]=[C:5]([N+:12]([O-:14])=[O:13])[CH:4]=1.